From a dataset of Full USPTO retrosynthesis dataset with 1.9M reactions from patents (1976-2016). Predict the reactants needed to synthesize the given product. (1) Given the product [CH2:13]([C:15]1[N:16]=[C:17]([C:20]([C:21](=[O:22])[CH3:23])=[CH:1][C:3]2[CH:10]=[CH:9][C:6]([C:7]#[N:8])=[CH:5][C:4]=2[O:11][CH3:12])[S:18][CH:19]=1)[CH3:14], predict the reactants needed to synthesize it. The reactants are: [CH:1]([C:3]1[CH:10]=[CH:9][C:6]([C:7]#[N:8])=[CH:5][C:4]=1[O:11][CH3:12])=O.[CH2:13]([C:15]1[N:16]=[C:17]([CH2:20][C:21]([CH3:23])=[O:22])[S:18][CH:19]=1)[CH3:14].N1CCCCC1.C(O)(=O)C. (2) Given the product [CH3:4][O:5][C:6](=[O:29])[C:7]1[CH:12]=[C:11]([C:13]([OH:15])([CH3:1])[CH3:14])[C:10]([NH:16][CH:17]=[O:18])=[C:9]([F:19])[C:8]=1[NH:20][C:21]1[CH:26]=[CH:25][C:24]([Br:27])=[CH:23][C:22]=1[F:28], predict the reactants needed to synthesize it. The reactants are: [CH3:1][Mg+].[Br-].[CH3:4][O:5][C:6](=[O:29])[C:7]1[CH:12]=[C:11]([C:13](=[O:15])[CH3:14])[C:10]([NH:16][CH:17]=[O:18])=[C:9]([F:19])[C:8]=1[NH:20][C:21]1[CH:26]=[CH:25][C:24]([Br:27])=[CH:23][C:22]=1[F:28].